From a dataset of NCI-60 drug combinations with 297,098 pairs across 59 cell lines. Regression. Given two drug SMILES strings and cell line genomic features, predict the synergy score measuring deviation from expected non-interaction effect. (1) Drug 1: CCC1(CC2CC(C3=C(CCN(C2)C1)C4=CC=CC=C4N3)(C5=C(C=C6C(=C5)C78CCN9C7C(C=CC9)(C(C(C8N6C)(C(=O)OC)O)OC(=O)C)CC)OC)C(=O)OC)O.OS(=O)(=O)O. Drug 2: C1=CC=C(C=C1)NC(=O)CCCCCCC(=O)NO. Cell line: PC-3. Synergy scores: CSS=4.69, Synergy_ZIP=-1.52, Synergy_Bliss=0.127, Synergy_Loewe=-3.69, Synergy_HSA=-3.60. (2) Drug 1: CC1OCC2C(O1)C(C(C(O2)OC3C4COC(=O)C4C(C5=CC6=C(C=C35)OCO6)C7=CC(=C(C(=C7)OC)O)OC)O)O. Drug 2: CC1=C(C(CCC1)(C)C)C=CC(=CC=CC(=CC(=O)O)C)C. Cell line: MALME-3M. Synergy scores: CSS=41.6, Synergy_ZIP=2.83, Synergy_Bliss=5.62, Synergy_Loewe=8.98, Synergy_HSA=12.0. (3) Drug 1: CC1=C(C=C(C=C1)C(=O)NC2=CC(=CC(=C2)C(F)(F)F)N3C=C(N=C3)C)NC4=NC=CC(=N4)C5=CN=CC=C5. Drug 2: C1=NC(=NC(=O)N1C2C(C(C(O2)CO)O)O)N. Cell line: HCC-2998. Synergy scores: CSS=9.48, Synergy_ZIP=14.9, Synergy_Bliss=18.3, Synergy_Loewe=-8.26, Synergy_HSA=-0.216. (4) Drug 1: CC1CCC2CC(C(=CC=CC=CC(CC(C(=O)C(C(C(=CC(C(=O)CC(OC(=O)C3CCCCN3C(=O)C(=O)C1(O2)O)C(C)CC4CCC(C(C4)OC)OCCO)C)C)O)OC)C)C)C)OC. Drug 2: CC1C(C(CC(O1)OC2CC(CC3=C2C(=C4C(=C3O)C(=O)C5=CC=CC=C5C4=O)O)(C(=O)C)O)N)O. Cell line: SF-539. Synergy scores: CSS=54.5, Synergy_ZIP=-0.796, Synergy_Bliss=-2.00, Synergy_Loewe=1.85, Synergy_HSA=3.23. (5) Cell line: HS 578T. Drug 1: C1CCC(C1)C(CC#N)N2C=C(C=N2)C3=C4C=CNC4=NC=N3. Synergy scores: CSS=-6.08, Synergy_ZIP=5.12, Synergy_Bliss=0.800, Synergy_Loewe=-9.02, Synergy_HSA=-7.44. Drug 2: CN(C)C1=NC(=NC(=N1)N(C)C)N(C)C. (6) Drug 1: C#CCC(CC1=CN=C2C(=N1)C(=NC(=N2)N)N)C3=CC=C(C=C3)C(=O)NC(CCC(=O)O)C(=O)O. Drug 2: C1CC(=O)NC(=O)C1N2C(=O)C3=CC=CC=C3C2=O. Cell line: HCC-2998. Synergy scores: CSS=3.87, Synergy_ZIP=-0.356, Synergy_Bliss=-2.70, Synergy_Loewe=4.18, Synergy_HSA=-6.80. (7) Drug 1: CC(C1=C(C=CC(=C1Cl)F)Cl)OC2=C(N=CC(=C2)C3=CN(N=C3)C4CCNCC4)N. Drug 2: C(CCl)NC(=O)N(CCCl)N=O. Synergy scores: CSS=22.8, Synergy_ZIP=-0.667, Synergy_Bliss=1.38, Synergy_Loewe=-19.0, Synergy_HSA=0.138. Cell line: MOLT-4.